The task is: Predict the reactants needed to synthesize the given product.. This data is from Retrosynthesis with 50K atom-mapped reactions and 10 reaction types from USPTO. (1) Given the product CN[C@@H]1CCCN(C(=O)OCc2ccccc2)[C@H]1C, predict the reactants needed to synthesize it. The reactants are: C[C@H]1[C@H](N(C)C(=O)OC(C)(C)C)CCCN1C(=O)OCc1ccccc1. (2) Given the product CCOC(=O)c1cnc(COc2cc3c(cc2N)CCC3)cn1, predict the reactants needed to synthesize it. The reactants are: CCOC(=O)c1cnc(COc2cc3c(cc2NC(=O)OC(C)(C)C)CCC3)cn1. (3) Given the product Cn1ncc2cc(Oc3ccc(F)cc3CNC(=O)OC(C)(C)C)ccc21, predict the reactants needed to synthesize it. The reactants are: CC(C)(C)OC(=O)OC(=O)OC(C)(C)C.Cn1ncc2cc(Oc3ccc(F)cc3CN)ccc21. (4) Given the product Cn1c2c(c3ccc(-n4ccc(-c5ccc(C(F)(F)F)nn5)cc4=O)nc31)CCNCC2, predict the reactants needed to synthesize it. The reactants are: Cn1c2c(c3ccc(-n4ccc(-c5ccc(C(F)(F)F)nn5)cc4=O)nc31)CCN(C(=O)OC(C)(C)C)CC2.